The task is: Predict hERG channel inhibition at various concentrations.. This data is from hERG Central: cardiac toxicity at 1µM, 10µM, and general inhibition. (1) The compound is CCN(CC(=O)NCc1ccc(F)cc1)C(=O)CN1CCN(c2cc(Cl)ccc2C)CC1. Results: hERG_inhib (hERG inhibition (general)): blocker. (2) The compound is COCC(=O)N1CCC(Oc2ccc(C(=O)NCCCC3CCCC3)cc2)CC1. Results: hERG_inhib (hERG inhibition (general)): blocker. (3) The molecule is COCc1ccc(CN2CCc3c([nH]c4ccccc34)C2CC(C)C)o1. Results: hERG_inhib (hERG inhibition (general)): blocker. (4) The compound is CCc1nccn1CCC(=O)N1CCc2c([nH]c3ccccc23)C1CC(C)C. Results: hERG_inhib (hERG inhibition (general)): blocker. (5) The drug is Cc1ccc(Nc2nc(N)nc(CN3CCN(C(=O)c4ccco4)CC3)n2)cc1Cl. Results: hERG_inhib (hERG inhibition (general)): blocker. (6) The drug is CN(C)S(=O)(=O)N1CCN(c2ccc([N+](=O)[O-])cc2)CC1. Results: hERG_inhib (hERG inhibition (general)): blocker. (7) The drug is COc1ccc(CCN(C)C2CCCN(C(=O)CCSC)C2)cc1OC. Results: hERG_inhib (hERG inhibition (general)): blocker. (8) The compound is CCOC(=O)N1CCN(C(=O)/C(=C/c2cccc3ccccc23)NC(=O)c2ccc(OC)cc2)CC1. Results: hERG_inhib (hERG inhibition (general)): blocker. (9) The compound is CN(C)CCCn1c(=O)n(CCc2ccccc2)c(=O)c2c3c(sc21)CCCCC3. Results: hERG_inhib (hERG inhibition (general)): blocker. (10) The molecule is Cc1ccc(C)c(S(=O)(=O)N2CCCC2CNC(=O)c2ccc([N+](=O)[O-])cc2)c1. Results: hERG_inhib (hERG inhibition (general)): blocker.